From a dataset of Catalyst prediction with 721,799 reactions and 888 catalyst types from USPTO. Predict which catalyst facilitates the given reaction. (1) Reactant: [CH3:1][O:2][CH2:3][C:4]1[CH:5]=[C:6](N)[C:7]2[C:8]([N:23]=1)=[N:9][C:10]([C:13]1[C:18]([C:19]([F:22])([F:21])[F:20])=[CH:17][CH:16]=[CH:15][N:14]=1)=[CH:11][N:12]=2.N([O-])=[O:26].[Na+]. Product: [CH3:1][O:2][CH2:3][C:4]1[CH:5]=[C:6]([OH:26])[C:7]2[C:8]([N:23]=1)=[N:9][C:10]([C:13]1[C:18]([C:19]([F:22])([F:21])[F:20])=[CH:17][CH:16]=[CH:15][N:14]=1)=[CH:11][N:12]=2. The catalyst class is: 86. (2) Reactant: C(N(CC)CC)C.[NH2:8][C:9]1[S:13][N:12]=[C:11]([O:14][CH3:15])[N:10]=1.[C:16](Cl)(Cl)=[O:17].[CH3:20][N:21]([C@@H:31]1[C@H:36]([CH3:37])[CH2:35][CH2:34][NH:33][CH2:32]1)[C:22]1[C:23]2[CH:30]=[CH:29][NH:28][C:24]=2[N:25]=[CH:26][N:27]=1. Product: [CH3:15][O:14][C:11]1[N:10]=[C:9]([NH:8][C:16]([N:33]2[CH2:34][CH2:35][C@@H:36]([CH3:37])[C@@H:31]([N:21]([CH3:20])[C:22]3[C:23]4[CH:30]=[CH:29][NH:28][C:24]=4[N:25]=[CH:26][N:27]=3)[CH2:32]2)=[O:17])[S:13][N:12]=1. The catalyst class is: 2. (3) Reactant: [Cl:1][C:2]1[N:7]=[C:6]([C:8]2[NH:9][C:10]3[C:15]([CH:16]=2)=[CH:14][CH:13]=[CH:12][CH:11]=3)[C:5]([OH:17])=[CH:4][CH:3]=1.[C:18]([O-])([O-])=O.[K+].[K+].ClCI. Product: [Cl:1][C:2]1[CH:3]=[CH:4][C:5]2[O:17][CH2:18][N:9]3[C:10]4[CH:11]=[CH:12][CH:13]=[CH:14][C:15]=4[CH:16]=[C:8]3[C:6]=2[N:7]=1. The catalyst class is: 18. (4) Reactant: [Cl:1][C:2]1[CH:3]=[C:4]2[C:8](=[C:9]([CH2:11]O)[CH:10]=1)[N:7]([CH2:13][CH:14]([CH3:16])[CH3:15])[N:6]=[CH:5]2.[NH2:17][C:18]1[C:26]2[C:21](=[CH:22][CH:23]=[C:24]([C:27]([O:29][CH3:30])=[O:28])[CH:25]=2)[NH:20][N:19]=1.N(C(OC(C)(C)C)=O)=NC(OC(C)(C)C)=O.C1(P(C2C=CC=CC=2)C2C=CC=CC=2)C=CC=CC=1. Product: [NH2:17][C:18]1[C:26]2[C:21](=[CH:22][CH:23]=[C:24]([C:27]([O:29][CH3:30])=[O:28])[CH:25]=2)[N:20]([CH2:11][C:9]2[CH:10]=[C:2]([Cl:1])[CH:3]=[C:4]3[C:8]=2[N:7]([CH2:13][CH:14]([CH3:16])[CH3:15])[N:6]=[CH:5]3)[N:19]=1. The catalyst class is: 7. (5) Reactant: [Cl:1][C:2]1[CH:7]=[C:6]2[NH:8][C:9](=[O:41])[C:10]3([CH:15]([C:16]4[CH:21]=[C:20]([Cl:22])[CH:19]=[CH:18][C:17]=4[O:23][C:24]([C:27]([O:29][CH3:30])=[O:28])([CH3:26])[CH3:25])[CH2:14][C:13](=O)[NH:12][CH:11]3[C:32]3[C:37]([F:38])=[C:36]([F:39])[CH:35]=[CH:34][C:33]=3[CH3:40])[C:5]2=[CH:4][CH:3]=1.P12(SP3(SP(SP(S3)(S1)=S)(=S)S2)=S)=[S:43]. Product: [Cl:1][C:2]1[CH:7]=[C:6]2[NH:8][C:9](=[O:41])[C:10]3([CH:15]([C:16]4[CH:21]=[C:20]([Cl:22])[CH:19]=[CH:18][C:17]=4[O:23][C:24]([C:27]([O:29][CH3:30])=[O:28])([CH3:26])[CH3:25])[CH2:14][C:13](=[S:43])[NH:12][CH:11]3[C:32]3[C:37]([F:38])=[C:36]([F:39])[CH:35]=[CH:34][C:33]=3[CH3:40])[C:5]2=[CH:4][CH:3]=1. The catalyst class is: 182. (6) Reactant: Cl.[NH2:2][CH2:3][C:4]([C:6]1[CH:11]=[CH:10][C:9]([O:12][CH2:13][C:14]2[CH:19]=[CH:18][CH:17]=[CH:16][CH:15]=2)=[CH:8][CH:7]=1)=[O:5].C([O-])(O)=O.[Na+].[CH3:25][C:26]([O:29][C:30](O[C:30]([O:29][C:26]([CH3:28])([CH3:27])[CH3:25])=[O:31])=[O:31])([CH3:28])[CH3:27]. Product: [C:26]([O:29][C:30](=[O:31])[NH:2][CH2:3][C:4]([C:6]1[CH:11]=[CH:10][C:9]([O:12][CH2:13][C:14]2[CH:19]=[CH:18][CH:17]=[CH:16][CH:15]=2)=[CH:8][CH:7]=1)=[O:5])([CH3:28])([CH3:27])[CH3:25]. The catalyst class is: 127. (7) Reactant: [Br:1]N1C(=O)CCC1=O.[C:9]1([C:15]2[C:20]3=[CH:21][CH:22]=[C:23]4[C:32]([CH:31]=[C:30]5[C:25]([CH:26]=[CH:27][CH:28]=[CH:29]5)=[CH:24]4)=[C:19]3[CH:18]=[CH:17][CH:16]=2)[CH:14]=[CH:13][CH:12]=[CH:11][CH:10]=1.C(O)C. Product: [Br:1][C:24]1[C:23]2[C:32]([CH:31]=[C:30]3[C:25]=1[CH:26]=[CH:27][CH:28]=[CH:29]3)=[C:19]1[CH:18]=[CH:17][CH:16]=[C:15]([C:9]3[CH:14]=[CH:13][CH:12]=[CH:11][CH:10]=3)[C:20]1=[CH:21][CH:22]=2. The catalyst class is: 3.